Dataset: Full USPTO retrosynthesis dataset with 1.9M reactions from patents (1976-2016). Task: Predict the reactants needed to synthesize the given product. (1) Given the product [Br:1][C:2]1[CH:3]=[C:4]([C:7](=[O:9])[CH:8]=[CH:12][N:13]([CH3:15])[CH3:14])[S:5][CH:6]=1, predict the reactants needed to synthesize it. The reactants are: [Br:1][C:2]1[CH:3]=[C:4]([C:7](=[O:9])[CH3:8])[S:5][CH:6]=1.CO[CH:12](OC)[N:13]([CH3:15])[CH3:14]. (2) Given the product [Br:9][C:10]1[CH:18]=[C:17]2[C:13]([C:14]([CH2:19][OH:20])([CH2:21][OH:22])[CH2:15][N:16]2[C:3]2[CH:8]=[CH:7][N:6]=[CH:5][CH:4]=2)=[CH:12][CH:11]=1, predict the reactants needed to synthesize it. The reactants are: Cl.Cl[C:3]1[CH:8]=[CH:7][N:6]=[CH:5][CH:4]=1.[Br:9][C:10]1[CH:18]=[C:17]2[C:13]([C:14]([CH2:21][OH:22])([CH2:19][OH:20])[CH2:15][NH:16]2)=[CH:12][CH:11]=1. (3) Given the product [Cl:1][C:2]1[CH:3]=[C:4]2[C:8](=[CH:9][CH:10]=1)[N:7]([CH2:11][C:12]([OH:14])=[O:13])[C:6]([CH3:19])=[C:5]2[C:20]1[C:29]2[C:24](=[CH:25][CH:26]=[CH:27][CH:28]=2)[C:23](=[O:30])[N:22]([CH2:42][C:41]2[CH:44]=[CH:45][C:38]([Cl:37])=[CH:39][CH:40]=2)[N:21]=1, predict the reactants needed to synthesize it. The reactants are: [Cl:1][C:2]1[CH:3]=[C:4]2[C:8](=[CH:9][CH:10]=1)[N:7]([CH2:11][C:12]([O:14]C(C)(C)C)=[O:13])[C:6]([CH3:19])=[C:5]2[C:20]1[C:29]2[C:24](=[CH:25][CH:26]=[CH:27][CH:28]=2)[C:23]([OH:30])=[N:22][N:21]=1.C(=O)([O-])[O-].[K+].[K+].[Cl:37][C:38]1[CH:45]=[CH:44][C:41]([CH2:42]Br)=[CH:40][CH:39]=1. (4) Given the product [CH2:18]([C@H:17]1[C@H:23]([CH3:24])[O:25][C:10](=[O:11])[C@@H:9]([NH:8][C:6](=[O:7])[O:5][C:1]([CH3:4])([CH3:3])[CH3:2])[CH2:13][CH2:14][CH2:15][C@@H:16]1[O:26][CH2:27][CH2:28][CH3:29])[CH2:19][CH:20]([CH3:22])[CH3:21], predict the reactants needed to synthesize it. The reactants are: [C:1]([O:5][C:6]([NH:8][C@@H:9]([CH2:13][CH2:14][CH2:15][C@H:16]([O:26][CH2:27][CH2:28][CH3:29])[C@H:17]([C@@H:23]([OH:25])[CH3:24])[CH2:18][CH2:19][CH:20]([CH3:22])[CH3:21])[C:10](O)=[O:11])=[O:7])([CH3:4])([CH3:3])[CH3:2].CC1C=CC=C([N+]([O-])=O)C=1C(OC(C1C([N+]([O-])=O)=CC=CC=1C)=O)=O.